The task is: Predict the reactants needed to synthesize the given product.. This data is from Full USPTO retrosynthesis dataset with 1.9M reactions from patents (1976-2016). (1) Given the product [CH3:14][O:15][C:16](=[O:23])[CH:17]([N:3]1[C:11]2[C:6](=[CH:7][CH:8]=[CH:9][CH:10]=2)[C:5](=[O:12])[C:4]1=[O:13])[CH2:18][CH:19]([CH3:21])[CH3:20], predict the reactants needed to synthesize it. The reactants are: [H-].[Na+].[NH:3]1[C:11]2[C:6](=[CH:7][CH:8]=[CH:9][CH:10]=2)[C:5](=[O:12])[C:4]1=[O:13].[CH3:14][O:15][C:16](=[O:23])[CH:17](Br)[CH2:18][CH:19]([CH3:21])[CH3:20]. (2) Given the product [Br-:2].[CH3:22][S:19]([C:16]1[CH:17]=[CH:18][C:13]([CH2:12][Zn+:1])=[CH:14][CH:15]=1)(=[O:21])=[O:20], predict the reactants needed to synthesize it. The reactants are: [Zn:1].[Br:2]CCBr.C[Si](Cl)(C)C.Br[CH2:12][C:13]1[CH:18]=[CH:17][C:16]([S:19]([CH3:22])(=[O:21])=[O:20])=[CH:15][CH:14]=1.